Dataset: Forward reaction prediction with 1.9M reactions from USPTO patents (1976-2016). Task: Predict the product of the given reaction. (1) Given the reactants [C:1]([O:5][C:6]([N:8]1[CH2:14][CH2:13][CH2:12][NH:11][CH2:10][CH2:9]1)=[O:7])([CH3:4])([CH3:3])[CH3:2].C(OC(N1CCN([CH2:28][C:29]2[CH:34]=[CH:33][C:32]([O:35][CH2:36][CH2:37][CH2:38][N:39]3[CH2:44][CH2:43][CH2:42][CH2:41][CH2:40]3)=[CH:31][CH:30]=2)CC1)=O)(C)(C)C, predict the reaction product. The product is: [C:1]([O:5][C:6]([N:8]1[CH2:14][CH2:13][CH2:12][N:11]([CH2:28][C:29]2[CH:30]=[CH:31][C:32]([O:35][CH2:36][CH2:37][CH2:38][N:39]3[CH2:44][CH2:43][CH2:42][CH2:41][CH2:40]3)=[CH:33][CH:34]=2)[CH2:10][CH2:9]1)=[O:7])([CH3:4])([CH3:2])[CH3:3]. (2) Given the reactants [Cl:1][C:2]1[CH:7]=[C:6](I)[C:5]([F:9])=[CH:4][N:3]=1.[NH2:10][C:11]1[CH:20]=[CH:19][CH:18]=[CH:17][C:12]=1[C:13]([NH:15][CH3:16])=[O:14].C(=O)([O-])[O-].[Cs+].[Cs+].C1(P(C2C=CC=CC=2)C2C=CC3C(=CC=CC=3)C=2C2C3C(=CC=CC=3)C=CC=2P(C2C=CC=CC=2)C2C=CC=CC=2)C=CC=CC=1, predict the reaction product. The product is: [Cl:1][C:2]1[CH:7]=[C:6]([NH:10][C:11]2[CH:20]=[CH:19][CH:18]=[CH:17][C:12]=2[C:13]([NH:15][CH3:16])=[O:14])[C:5]([F:9])=[CH:4][N:3]=1.